This data is from Reaction yield outcomes from USPTO patents with 853,638 reactions. The task is: Predict the reaction yield, written as a fraction of the theoretical maximum amount of product (1.0 means a 100% yield; for example, 0.34 means a 34% yield). (1) The reactants are [C:1]([CH2:3][C:4]1[CH:5]=[C:6]([CH:9]=[C:10]([CH3:12])[CH:11]=1)[C:7]#[N:8])#[N:2].ClC1[C:19]([C:20]([OH:23])([CH3:22])[CH3:21])=[C:18]([O:24][CH3:25])[N:17]=[C:16]([O:26][CH3:27])N=1.[H-].[Na+].CN(C=[O:34])C. No catalyst specified. The product is [OH:34][C:3]1([C:4]2[CH:5]=[C:6]([CH:9]=[C:10]([CH3:12])[CH:11]=2)[C:7]#[N:8])[C:1]2[N:2]=[C:16]([O:26][CH3:27])[N:17]=[C:18]([O:24][CH3:25])[C:19]=2[C:20]([CH3:22])([CH3:21])[O:23]1. The yield is 0.180. (2) The yield is 0.330. The reactants are I[C:2]1[CH:3]=[C:4]([CH:8]=[CH:9][CH:10]=1)[N:5]([CH3:7])[CH3:6].Br[C:12]([F:19])([F:18])[C:13]([O:15][CH2:16][CH3:17])=[O:14]. The product is [CH3:6][N:5]([CH3:7])[C:4]1[CH:3]=[C:2]([C:12]([F:19])([F:18])[C:13]([O:15][CH2:16][CH3:17])=[O:14])[CH:10]=[CH:9][CH:8]=1. The catalyst is CS(C)=O.O.[Cu]. (3) The reactants are Cl[C:2]1[N:7]=[C:6]([NH:8][CH:9]2[CH2:12][CH2:11][CH2:10]2)[C:5]([C:13]2[CH:17]=[CH:16][N:15]([CH3:18])[N:14]=2)=[CH:4][N:3]=1.[CH3:19][N:20]1[CH:24]=[C:23]([C:25]2[CH:30]=[CH:29][CH:28]=[C:27](B3OC(C)(C)C(C)(C)O3)[CH:26]=2)[CH:22]=[N:21]1.C(Cl)Cl.C(=O)([O-])[O-].[Cs+].[Cs+]. The catalyst is O1CCOCC1.O.C1C=CC(P(C2C=CC=CC=2)[C-]2C=CC=C2)=CC=1.C1C=CC(P(C2C=CC=CC=2)[C-]2C=CC=C2)=CC=1.Cl[Pd]Cl.[Fe+2]. The product is [CH:9]1([NH:8][C:6]2[C:5]([C:13]3[CH:17]=[CH:16][N:15]([CH3:18])[N:14]=3)=[CH:4][N:3]=[C:2]([C:29]3[CH:28]=[CH:27][CH:26]=[C:25]([C:23]4[CH:22]=[N:21][N:20]([CH3:19])[CH:24]=4)[CH:30]=3)[N:7]=2)[CH2:12][CH2:11][CH2:10]1. The yield is 0.170. (4) The reactants are C([O-])(=[O:3])C.[NH4+].Cl[C:7]1[C:16]([C:17]#[N:18])=[C:15]([Cl:19])[C:14]2[C:9](=[CH:10][CH:11]=[CH:12][CH:13]=2)[N:8]=1. The catalyst is C(O)(=O)C. The product is [Cl:19][C:15]1[C:14]2[C:9](=[CH:10][CH:11]=[CH:12][CH:13]=2)[NH:8][C:7](=[O:3])[C:16]=1[C:17]#[N:18]. The yield is 0.940. (5) The reactants are CN(C)C=O.[N+:6]([C:9]1[N:10]=[C:11](S(C2C=CC([N+]([O-])=O)=CC=2)(=O)=O)[N:12]([CH2:14][C@:15]([OH:40])([CH3:39])[CH2:16][N:17]2[CH2:22][CH2:21][N:20]([C:23]([O:25][CH2:26][CH:27]=[CH:28][C:29]3[CH:34]=[CH:33][C:32]([C:35]([F:38])([F:37])[F:36])=[CH:31][CH:30]=3)=[O:24])[CH2:19][CH2:18]2)[CH:13]=1)([O-:8])=[O:7].CC(C)([O-])C.[Na+].O. The catalyst is C(OCC)(=O)C. The product is [CH3:39][C@@:15]1([CH2:16][N:17]2[CH2:22][CH2:21][N:20]([C:23]([O:25][CH2:26][CH:27]=[CH:28][C:29]3[CH:34]=[CH:33][C:32]([C:35]([F:37])([F:36])[F:38])=[CH:31][CH:30]=3)=[O:24])[CH2:19][CH2:18]2)[O:40][C:11]2=[N:10][C:9]([N+:6]([O-:8])=[O:7])=[CH:13][N:12]2[CH2:14]1. The yield is 0.390.